From a dataset of Reaction yield outcomes from USPTO patents with 853,638 reactions. Predict the reaction yield, written as a fraction of the theoretical maximum amount of product (1.0 means a 100% yield; for example, 0.34 means a 34% yield). (1) The reactants are [F:1][C:2]1[CH:7]=[CH:6][C:5]([C:8]2[N:9]=[C:10]3[N:14]([C:15]=2[C:16]2[CH:17]=[N:18][C:19]([NH:22][NH2:23])=[CH:20][CH:21]=2)[CH:13]=[CH:12][O:11]3)=[CH:4][CH:3]=1.FC1C=CC(C2N=C3N(C=2)C=CO3)=CC=1.C1C(=O)N(I)C(=O)C1.FC1N=CC(B(O)O)=CC=1.NN.[Cl:59][C:60]1[CH:68]=[CH:67][CH:66]=[CH:65][C:61]=1[C:62](Cl)=[O:63]. The catalyst is C1COCC1.C(Cl)Cl. The product is [Cl:59][C:60]1[CH:68]=[CH:67][CH:66]=[CH:65][C:61]=1[C:62]([NH:23][NH:22][C:19]1[CH:20]=[CH:21][C:16]([C:15]2[N:14]3[C:10]([O:11][CH:12]=[CH:13]3)=[N:9][C:8]=2[C:5]2[CH:6]=[CH:7][C:2]([F:1])=[CH:3][CH:4]=2)=[CH:17][N:18]=1)=[O:63]. The yield is 0.890. (2) The reactants are [NH2:1][C:2]1[N:3]=[CH:4][C:5]([C:18]2[CH:47]=[CH:46][C:21]([C:22]([NH:24][CH:25]3[CH2:30][CH2:29][N:28](C(OC(C)(C)C)=O)[C@@H:27]([C:38]([O:40][CH:41]4[CH2:45][CH2:44][CH2:43][CH2:42]4)=[O:39])[CH2:26]3)=[O:23])=[CH:20][CH:19]=2)=[N:6][C:7]=1[NH:8][CH2:9][C:10]1[C:15]([Cl:16])=[CH:14][CH:13]=[CH:12][C:11]=1[Cl:17].Cl. The catalyst is C(Cl)Cl.C(OCC)C.CC#N.O. The product is [NH2:1][C:2]1[N:3]=[CH:4][C:5]([C:18]2[CH:19]=[CH:20][C:21]([C:22]([NH:24][CH:25]3[CH2:30][CH2:29][NH:28][C@@H:27]([C:38]([O:40][CH:41]4[CH2:42][CH2:43][CH2:44][CH2:45]4)=[O:39])[CH2:26]3)=[O:23])=[CH:46][CH:47]=2)=[N:6][C:7]=1[NH:8][CH2:9][C:10]1[C:11]([Cl:17])=[CH:12][CH:13]=[CH:14][C:15]=1[Cl:16]. The yield is 0.780. (3) The reactants are [F:1][C:2]1[CH:10]=[C:9]2[C:5]([C:6]([C:20]3[CH:21]=[N:22][NH:23][CH:24]=3)=[CH:7][N:8]2[S:11]([C:14]2[CH:19]=[CH:18][CH:17]=[CH:16][CH:15]=2)(=[O:13])=[O:12])=[CH:4][CH:3]=1.[Cl:25][C:26]1[N:27]=[N:28][C:29]([Cl:33])=[CH:30][C:31]=1Cl.C([O-])([O-])=O.[K+].[K+]. The catalyst is CC#N.CCOC(C)=O. The product is [Cl:25][C:26]1[N:27]=[N:28][C:29]([Cl:33])=[CH:30][C:31]=1[N:23]1[CH:24]=[C:20]([C:6]2[C:5]3[C:9](=[CH:10][C:2]([F:1])=[CH:3][CH:4]=3)[N:8]([S:11]([C:14]3[CH:15]=[CH:16][CH:17]=[CH:18][CH:19]=3)(=[O:12])=[O:13])[CH:7]=2)[CH:21]=[N:22]1. The yield is 0.390. (4) No catalyst specified. The reactants are [F:1][C:2]1[CH:3]=[CH:4][C:5]([CH2:8][O:9][C:10]2[CH:15]=[CH:14][N:13]([C:16]3[CH:17]=[CH:18][C:19]4[S:28][C:27]5[CH2:26][CH2:25][CH2:24][N:23](C(OC(C)(C)C)=O)[CH2:22][C:21]=5[C:20]=4[CH:36]=3)[C:12](=[O:37])[CH:11]=2)=[N:6][CH:7]=1.[ClH:38]. The product is [ClH:38].[F:1][C:2]1[CH:3]=[CH:4][C:5]([CH2:8][O:9][C:10]2[CH:15]=[CH:14][N:13]([C:16]3[CH:17]=[CH:18][C:19]4[S:28][C:27]5[CH2:26][CH2:25][CH2:24][NH:23][CH2:22][C:21]=5[C:20]=4[CH:36]=3)[C:12](=[O:37])[CH:11]=2)=[N:6][CH:7]=1. The yield is 0.710.